Dataset: Reaction yield outcomes from USPTO patents with 853,638 reactions. Task: Predict the reaction yield, written as a fraction of the theoretical maximum amount of product (1.0 means a 100% yield; for example, 0.34 means a 34% yield). (1) The reactants are [NH2:1][C:2]1[CH:3]=[C:4]([CH:10]=[CH:11][C:12]=1[CH3:13])[C:5]([NH:7][O:8][CH3:9])=[O:6].[N:14]([O-])=O.[Na+].[Sn](Cl)Cl. The catalyst is O1CCOCC1.O.Cl. The product is [NH:1]([C:2]1[CH:3]=[C:4]([CH:10]=[CH:11][C:12]=1[CH3:13])[C:5]([NH:7][O:8][CH3:9])=[O:6])[NH2:14]. The yield is 0.660. (2) The reactants are Br[C:2]1[CH:3]=[CH:4][C:5]([N+:9]([O-:11])=[O:10])=[C:6]([CH:8]=1)[NH2:7].[S:12]1[CH:16]=[CH:15][CH:14]=[C:13]1B(O)O.C(=O)([O-])[O-].[Na+].[Na+]. The catalyst is C1COCC1.O.CCOC(C)=O.C1C=CC([P]([Pd]([P](C2C=CC=CC=2)(C2C=CC=CC=2)C2C=CC=CC=2)([P](C2C=CC=CC=2)(C2C=CC=CC=2)C2C=CC=CC=2)[P](C2C=CC=CC=2)(C2C=CC=CC=2)C2C=CC=CC=2)(C2C=CC=CC=2)C2C=CC=CC=2)=CC=1. The product is [N+:9]([C:5]1[CH:4]=[CH:3][C:2]([C:13]2[S:12][CH:16]=[CH:15][CH:14]=2)=[CH:8][C:6]=1[NH2:7])([O-:11])=[O:10]. The yield is 0.790. (3) The reactants are [Cl:1][C:2]1[CH:3]=[C:4](I)[CH:5]=[CH:6][C:7]=1[Cl:8].[NH2:10][C@H:11]([C:13]([OH:15])=[O:14])[CH3:12].C1(NN=CC2C=CC=CC=2O)C=CC=CC=1.P([O-])([O-])([O-])=O.[K+].[K+].[K+].Cl. The catalyst is O.[Cu]I.CN(C)C=O. The product is [Cl:1][C:2]1[CH:3]=[C:4]([NH:10][CH:11]([CH3:12])[C:13]([OH:15])=[O:14])[CH:5]=[CH:6][C:7]=1[Cl:8]. The yield is 0.670. (4) The reactants are [NH2:1][C:2]1[N:7]=[CH:6][C:5]([C:8]2[CH:33]=[CH:32][C:11]3[N:12]([C:28]([CH3:31])([CH3:30])[CH3:29])[C:13]([C:15]4[CH:16]=[C:17]([CH:20]=[CH:21][C:22]=4[N:23]4[CH:27]=[N:26][CH:25]=[N:24]4)[C:18]#[N:19])=[N:14][C:10]=3[CH:9]=2)=[CH:4][N:3]=1.[N:34]([Si](C)(C)C)=[N+:35]=[N-:36].C([Sn](=O)CCCC)CCC. The catalyst is CN(C=O)C. The product is [C:28]([N:12]1[C:11]2[CH:32]=[CH:33][C:8]([C:5]3[CH:6]=[N:7][C:2]([NH2:1])=[N:3][CH:4]=3)=[CH:9][C:10]=2[N:14]=[C:13]1[C:15]1[CH:16]=[C:17]([C:18]2[N:34]=[N:35][NH:36][N:19]=2)[CH:20]=[CH:21][C:22]=1[N:23]1[CH:27]=[N:26][CH:25]=[N:24]1)([CH3:29])([CH3:30])[CH3:31]. The yield is 0.0900. (5) The reactants are [Br:1][C:2]1[CH:7]=[CH:6][C:5]([OH:8])=[CH:4][C:3]=1[CH2:9][N:10]([CH3:12])[CH3:11].[CH2:13](Br)[C:14]1[CH:19]=[CH:18][CH:17]=[CH:16][CH:15]=1.C(=O)([O-])[O-].[K+].[K+]. The catalyst is CN(C=O)C. The product is [CH2:13]([O:8][C:5]1[CH:6]=[CH:7][C:2]([Br:1])=[C:3]([CH2:9][N:10]([CH3:12])[CH3:11])[CH:4]=1)[C:14]1[CH:19]=[CH:18][CH:17]=[CH:16][CH:15]=1. The yield is 0.980.